The task is: Predict the reactants needed to synthesize the given product.. This data is from Full USPTO retrosynthesis dataset with 1.9M reactions from patents (1976-2016). (1) Given the product [CH3:10][O:32][C:31](=[O:33])[C:30]([O:35][CH2:36][C:37]#[C:38][C:4]1[CH:3]=[C:2]([Cl:1])[CH:8]=[CH:7][C:5]=1[NH2:6])([CH3:34])[CH3:29], predict the reactants needed to synthesize it. The reactants are: [Cl:1][C:2]1[CH:8]=[CH:7][C:5]([NH2:6])=[C:4](I)[CH:3]=1.[CH:10]1(P(C2CCCCC2)C2CCCCC2)CCCCC1.[CH3:29][C:30]([O:35][CH2:36][C:37]#[CH:38])([CH3:34])[C:31]([OH:33])=[O:32].C(N)(C)(C)C. (2) Given the product [Cl:1][C:2]1[N:7]=[C:6]([O:8][C:9]2[CH:10]=[C:11]([CH:14]=[C:15]([CH3:17])[CH:16]=2)[CH:12]=[N:24][OH:23])[C:5]([CH:18]([CH3:20])[CH3:19])=[C:4]([Cl:21])[N:3]=1, predict the reactants needed to synthesize it. The reactants are: [Cl:1][C:2]1[N:7]=[C:6]([O:8][C:9]2[CH:10]=[C:11]([CH:14]=[C:15]([CH3:17])[CH:16]=2)[CH:12]=O)[C:5]([CH:18]([CH3:20])[CH3:19])=[C:4]([Cl:21])[N:3]=1.Cl.[OH:23][NH2:24].C(N(CC)CC)C. (3) Given the product [CH:1]([C:4]1[C:8]([CH2:9][CH2:10][CH2:11][O:12][C:24]2[C:29]([O:30][CH3:31])=[CH:28][CH:27]=[CH:26][C:25]=2[CH2:32][C:33]([O:35][CH3:36])=[O:34])=[CH:7][N:6]([C:13]2[CH:18]=[CH:17][CH:16]=[C:15]([C:19]([F:21])([F:20])[F:22])[N:14]=2)[N:5]=1)([CH3:3])[CH3:2], predict the reactants needed to synthesize it. The reactants are: [CH:1]([C:4]1[C:8]([CH2:9][CH2:10][CH2:11][OH:12])=[CH:7][N:6]([C:13]2[CH:18]=[CH:17][CH:16]=[C:15]([C:19]([F:22])([F:21])[F:20])[N:14]=2)[N:5]=1)([CH3:3])[CH3:2].O[C:24]1[C:29]([O:30][CH3:31])=[CH:28][CH:27]=[CH:26][C:25]=1[CH2:32][C:33]([O:35][CH3:36])=[O:34].C(P(CCCC)CCCC)CCC.N(C(N1CCCCC1)=O)=NC(N1CCCCC1)=O. (4) Given the product [CH2:16]([N:15]([CH2:18][CH3:19])[CH2:14][CH2:13][NH:12][C:4]1[CH:3]=[C:2]([B:20]([OH:24])[OH:21])[C:11]2[C:6](=[CH:7][CH:8]=[CH:9][CH:10]=2)[N:5]=1)[CH3:17], predict the reactants needed to synthesize it. The reactants are: Br[C:2]1[C:11]2[C:6](=[CH:7][CH:8]=[CH:9][CH:10]=2)[N:5]=[C:4]([NH:12][CH2:13][CH2:14][N:15]([CH2:18][CH3:19])[CH2:16][CH3:17])[CH:3]=1.[B:20]1(B2OC(C)(C)C(C)(C)O2)[O:24]C(C)(C)C(C)(C)[O:21]1.C([O-])(=O)C.[K+]. (5) Given the product [CH2:1]([O:3][C:4]([C:6]1[CH:7]=[CH:8][C:9]2[CH:10]=[C:11]3[C:18](=[O:19])[NH:17][C@H:16]([CH2:20][NH:21][C:34]([O:33][C:30]([CH3:32])([CH3:31])[CH3:29])=[O:35])[CH2:15][N:12]3[C:13]=2[CH:14]=1)=[O:5])[CH3:2], predict the reactants needed to synthesize it. The reactants are: [CH2:1]([O:3][C:4]([C:6]1[CH:7]=[CH:8][C:9]2[CH:10]=[C:11]3[C:18](=[O:19])[NH:17][C@H:16]([CH2:20][NH2:21])[CH2:15][N:12]3[C:13]=2[CH:14]=1)=[O:5])[CH3:2].C(N(CC)CC)C.[CH3:29][C:30]([O:33][C:34](O[C:34]([O:33][C:30]([CH3:32])([CH3:31])[CH3:29])=[O:35])=[O:35])([CH3:32])[CH3:31]. (6) Given the product [CH3:47][N:46]1[C:42]([C:40]([NH:39][C:37]2[CH:38]=[C:33]([CH:34]=[CH:35][C:36]=2[CH3:49])[O:32][C:29]2[CH:30]=[CH:31][C:26]3[N:27]([CH:50]=[C:24]([NH:23][C:8]([CH:6]4[CH2:7][CH:5]4[C:3]([O:2][CH3:1])=[O:4])=[O:10])[N:25]=3)[N:28]=2)=[O:41])=[CH:43][C:44]([CH3:48])=[N:45]1, predict the reactants needed to synthesize it. The reactants are: [CH3:1][O:2][C:3]([CH:5]1[CH2:7][CH:6]1[C:8]([OH:10])=O)=[O:4].O1CCCC1.C(Cl)(=O)C(Cl)=O.Cl.[NH2:23][C:24]1[N:25]=[C:26]2[CH:31]=[CH:30][C:29]([O:32][C:33]3[CH:34]=[CH:35][C:36]([CH3:49])=[C:37]([NH:39][C:40]([C:42]4[N:46]([CH3:47])[N:45]=[C:44]([CH3:48])[CH:43]=4)=[O:41])[CH:38]=3)=[N:28][N:27]2[CH:50]=1. (7) Given the product [Br:5][C:6]1[C:14]2[S:13][C:12]([NH2:15])=[N:11][C:10]=2[CH:9]=[C:8]([I:24])[CH:7]=1, predict the reactants needed to synthesize it. The reactants are: B(F)(F)F.[Br:5][C:6]1[C:14]2[S:13][C:12]([NH2:15])=[N:11][C:10]=2[CH:9]=[C:8](N)[CH:7]=1.N(OC(C)(C)C)=O.[I:24]I.